The task is: Regression. Given a peptide amino acid sequence and an MHC pseudo amino acid sequence, predict their binding affinity value. This is MHC class I binding data.. This data is from Peptide-MHC class I binding affinity with 185,985 pairs from IEDB/IMGT. (1) The MHC is HLA-B15:01 with pseudo-sequence HLA-B15:01. The binding affinity (normalized) is 0.219. The peptide sequence is KVFFVNWFR. (2) The peptide sequence is FGALFMWLL. The MHC is HLA-B39:01 with pseudo-sequence HLA-B39:01. The binding affinity (normalized) is 0.302. (3) The peptide sequence is RQRKRRWR. The MHC is Mamu-B08 with pseudo-sequence Mamu-B08. The binding affinity (normalized) is 0.388. (4) The peptide sequence is LMKTANNYET. The MHC is HLA-A02:01 with pseudo-sequence HLA-A02:01. The binding affinity (normalized) is 0.285.